Dataset: Forward reaction prediction with 1.9M reactions from USPTO patents (1976-2016). Task: Predict the product of the given reaction. (1) Given the reactants [F:1][C:2]1[CH:7]=[CH:6][C:5]([C:8]2[O:9][C:10]3[CH2:15][CH2:14][N:13]([C:16]4[N:23]=[CH:22][CH:21]=[CH:20][C:17]=4C#N)[CH2:12][C:11]=3[N:24]=2)=[CH:4][CH:3]=1.BrC1C=CC=CN=1, predict the reaction product. The product is: [F:1][C:2]1[CH:7]=[CH:6][C:5]([C:8]2[O:9][C:10]3[CH2:15][CH2:14][N:13]([C:16]4[CH:17]=[CH:20][CH:21]=[CH:22][N:23]=4)[CH2:12][C:11]=3[N:24]=2)=[CH:4][CH:3]=1. (2) The product is: [CH:1]([N:4]1[C:8]([C:9]2[S:10][C:11]3[CH2:12][CH2:13][O:14][C:15]4[CH:22]=[CH:21][C:20]([C:23]5[C:24]([O:29][CH2:31][CH2:32][O:33][CH3:34])=[N:25][CH:26]=[CH:27][CH:28]=5)=[CH:19][C:16]=4[C:17]=3[N:18]=2)=[N:7][CH:6]=[N:5]1)([CH3:3])[CH3:2]. Given the reactants [CH:1]([N:4]1[C:8]([C:9]2[S:10][C:11]3[CH2:12][CH2:13][O:14][C:15]4[CH:22]=[CH:21][C:20]([C:23]5[C:24](=[O:29])[NH:25][CH:26]=[CH:27][CH:28]=5)=[CH:19][C:16]=4[C:17]=3[N:18]=2)=[N:7][CH:6]=[N:5]1)([CH3:3])[CH3:2].Br[CH2:31][CH2:32][O:33][CH3:34].[F-].[Cs+], predict the reaction product.